Dataset: Full USPTO retrosynthesis dataset with 1.9M reactions from patents (1976-2016). Task: Predict the reactants needed to synthesize the given product. (1) Given the product [CH2:1]([C:10]1[CH:15]=[CH:14][C:13]([CH2:16][N:17]2[CH2:21][CH2:20][C:19]([C:23]([OH:25])=[O:24])([OH:31])[CH2:18]2)=[CH:12][CH:11]=1)[CH2:2][CH2:3][CH2:4][CH2:5][CH2:6][CH2:7][CH2:8][CH3:9], predict the reactants needed to synthesize it. The reactants are: [CH2:1]([C:10]1[CH:15]=[CH:14][C:13]([CH2:16][N:17]2[CH2:21][CH2:20][C:19]([C:23]([O:25]C)=[O:24])(F)[CH2:18]2)=[CH:12][CH:11]=1)[CH2:2][CH2:3][CH2:4][CH2:5][CH2:6][CH2:7][CH2:8][CH3:9].C(Cl)Cl.C[OH:31].[NH4+].[OH-]. (2) Given the product [CH:23]1([C:15]([C:17]2[CH:18]=[CH:19][CH:20]=[CH:21][CH:22]=2)([CH3:16])[C:14]([OH:26])=[O:33])[CH2:24][CH2:25]1, predict the reactants needed to synthesize it. The reactants are: C(C1COC(=O)N1[C:14](=[O:26])[C:15]([CH:23]1[CH2:25][CH2:24]1)([C:17]1[CH:22]=[CH:21][CH:20]=[CH:19][CH:18]=1)[CH3:16])C1C=CC=CC=1.OO.O.[OH-].[Li+].S([O-])([O-])=[O:33].[Na+].[Na+]. (3) Given the product [CH2:19]([O:26][C:27]1[CH:28]=[CH:29][C:30]([N:33]([C:53]2[CH:58]=[CH:57][CH:56]=[CH:55][CH:54]=2)[C:34]([C:36]2[C:44]3[C:39](=[CH:40][CH:41]=[CH:42][CH:43]=3)[NH:38][CH:37]=2)=[O:35])=[CH:31][CH:32]=1)[C:20]1[CH:21]=[CH:22][CH:23]=[CH:24][CH:25]=1, predict the reactants needed to synthesize it. The reactants are: CCCC[N+](CCCC)(CCCC)CCCC.[F-].[CH2:19]([O:26][C:27]1[CH:32]=[CH:31][C:30]([N:33]([C:53]2[CH:58]=[CH:57][CH:56]=[CH:55][CH:54]=2)[C:34]([C:36]2[C:44]3[C:39](=[CH:40][CH:41]=[CH:42][CH:43]=3)[N:38](COCC[Si](C)(C)C)[CH:37]=2)=[O:35])=[CH:29][CH:28]=1)[C:20]1[CH:25]=[CH:24][CH:23]=[CH:22][CH:21]=1.C(N)CN. (4) Given the product [CH3:1][C:2]1[C@@H:19]([O:20][C:21]([C@H:23]([OH:32])[C@@H:24]([NH:31][C:60]([C:61]2[CH:62]=[CH:63][CH:64]=[CH:65][CH:66]=2)=[O:67])[C:25]2[CH:26]=[CH:27][CH:28]=[CH:29][CH:30]=2)=[O:22])[CH2:18][C@:14]2([OH:33])[C:15]([CH3:16])([CH3:17])[C:3]=1[C@@H:4]([O:51][C:52]([CH3:54])=[O:53])[C:5]([C@@:7]1([CH3:50])[C@H:12]([C@@H:13]2[O:34][C:35]([C:37]2[CH:42]=[CH:41][CH:40]=[CH:39][CH:38]=2)=[O:36])[C@:11]2([O:45][C:46]([CH3:48])=[O:47])[CH2:43][O:44][C@@H:10]2[CH2:9][C@@H:8]1[OH:49])=[O:6], predict the reactants needed to synthesize it. The reactants are: [CH3:1][C:2]1[C@@H:19]([O:20][C:21]([C@H:23]([OH:32])[C@@H:24]([NH2:31])[C:25]2[CH:30]=[CH:29][CH:28]=[CH:27][CH:26]=2)=[O:22])[CH2:18][C@:14]2([OH:33])[C:15]([CH3:17])([CH3:16])[C:3]=1[C@@H:4]([O:51][C:52]([CH3:54])=[O:53])[C:5]([C@@:7]1([CH3:50])[C@H:12]([C@@H:13]2[O:34][C:35]([C:37]2[CH:42]=[CH:41][CH:40]=[CH:39][CH:38]=2)=[O:36])[C@:11]2([O:45][C:46]([CH3:48])=[O:47])[CH2:43][O:44][C@@H:10]2[CH2:9][C@@H:8]1[OH:49])=[O:6].C([O-])(O)=O.[Na+].[C:60](Cl)(=[O:67])[C:61]1[CH:66]=[CH:65][CH:64]=[CH:63][CH:62]=1.CCCCC. (5) Given the product [CH2:24]([C:22]1[NH:21][C:20](=[O:30])[C:19]2([CH2:18][CH2:17][N:16]([S:13]([CH2:12][CH2:11][C:3]3[C:4]([CH3:10])=[CH:5][C:6]([N:8]([CH3:9])[C:33](=[O:43])[CH2:34][CH2:35][CH2:36][CH2:37][CH2:38][CH2:39][CH2:40][CH:41]=[CH2:42])=[CH:7][C:2]=3[CH3:1])(=[O:15])=[O:14])[CH2:32][CH2:31]2)[N:23]=1)[CH2:25][CH2:26][CH2:27][CH:28]=[CH2:29], predict the reactants needed to synthesize it. The reactants are: [CH3:1][C:2]1[CH:7]=[C:6]([NH:8][CH3:9])[CH:5]=[C:4]([CH3:10])[C:3]=1[CH2:11][CH2:12][S:13]([N:16]1[CH2:32][CH2:31][C:19]2([N:23]=[C:22]([CH2:24][CH2:25][CH2:26][CH2:27][CH:28]=[CH2:29])[NH:21][C:20]2=[O:30])[CH2:18][CH2:17]1)(=[O:15])=[O:14].[C:33](Cl)(=[O:43])[CH2:34][CH2:35][CH2:36][CH2:37][CH2:38][CH2:39][CH2:40][CH:41]=[CH2:42].C(Cl)(=O)C(Cl)=O.C(N(CC)CC)C.[Cl-].[NH4+]. (6) Given the product [CH3:22][O:11][C:4]1[C:5]2[C:10](=[CH:9][CH:8]=[CH:7][CH:6]=2)[C:1]([O:20][CH3:21])=[CH:2][CH:3]=1, predict the reactants needed to synthesize it. The reactants are: [C:1]1(=O)[C:10]2[C:5](=[CH:6][CH:7]=[CH:8][CH:9]=2)[C:4](=[O:11])[CH:3]=[CH:2]1.[H-].[Na+].COS([O:20][CH3:21])(=O)=O.[CH2:22]1COCC1. (7) Given the product [C:21]([O:20][C:19]([NH:18][CH:13]([C:14]([NH:16][CH3:17])=[O:15])[CH2:12][N:8]1[CH:7]([CH3:26])[C:6]2[CH:27]=[C:2]([C:33]3[C:32]4[C:36](=[CH:37][C:29]([F:28])=[CH:30][CH:31]=4)[N:35]([C:38]([O:40][C:41]([CH3:44])([CH3:43])[CH3:42])=[O:39])[CH:34]=3)[CH:3]=[CH:4][C:5]=2[S:9]1(=[O:11])=[O:10])=[O:25])([CH3:24])([CH3:23])[CH3:22], predict the reactants needed to synthesize it. The reactants are: Br[C:2]1[CH:3]=[CH:4][C:5]2[S:9](=[O:11])(=[O:10])[N:8]([CH2:12][CH:13]([NH:18][C:19](=[O:25])[O:20][C:21]([CH3:24])([CH3:23])[CH3:22])[C:14]([NH:16][CH3:17])=[O:15])[CH:7]([CH3:26])[C:6]=2[CH:27]=1.[F:28][C:29]1[CH:37]=[C:36]2[C:32]([C:33](B3OC(C)(C)C(C)(C)O3)=[CH:34][N:35]2[C:38]([O:40][C:41]([CH3:44])([CH3:43])[CH3:42])=[O:39])=[CH:31][CH:30]=1.[O-]P([O-])([O-])=O.[K+].[K+].[K+]. (8) The reactants are: C([O:3][C:4]([C:6]12[CH2:24][CH:23]1[CH:22]=[CH:21][CH2:20][CH2:19][CH2:18][CH2:17][CH2:16][N:15]([NH:25][C:26]([O:28][C:29]([CH3:32])([CH3:31])[CH3:30])=[O:27])[C:14](=[O:33])[N:13]1[CH:9]([CH2:10][CH:11]([O:34][C:35]3[C:44]4[C:39](=[CH:40][C:41]([O:45][CH3:46])=[CH:42][CH:43]=4)[N:38]=[C:37]([C:47]4[CH:52]=[CH:51][CH:50]=[CH:49][CH:48]=4)[CH:36]=3)[CH2:12]1)[C:8](=[O:53])[NH:7]2)=[O:5])C.O.CO.[OH-].[Li+]. Given the product [C:29]([O:28][C:26]([NH:25][N:15]1[C:14](=[O:33])[N:13]2[CH:9]([CH2:10][CH:11]([O:34][C:35]3[C:44]4[C:39](=[CH:40][C:41]([O:45][CH3:46])=[CH:42][CH:43]=4)[N:38]=[C:37]([C:47]4[CH:52]=[CH:51][CH:50]=[CH:49][CH:48]=4)[CH:36]=3)[CH2:12]2)[C:8](=[O:53])[NH:7][C:6]2([C:4]([OH:5])=[O:3])[CH:23]([CH2:24]2)[CH:22]=[CH:21][CH2:20][CH2:19][CH2:18][CH2:17][CH2:16]1)=[O:27])([CH3:32])([CH3:30])[CH3:31], predict the reactants needed to synthesize it. (9) Given the product [CH3:21][C:22]1[S:23][CH:24]=[C:25]([CH2:27][O:28][NH:29][C:11](=[O:18])[C:12]2[CH:17]=[CH:16][CH:15]=[CH:14][C:13]=2[NH:8][CH2:7][C:4]2[NH:3][C:2](=[O:1])[NH:6][N:5]=2)[N:26]=1, predict the reactants needed to synthesize it. The reactants are: [O:1]=[C:2]1[NH:6][N:5]=[C:4]([CH2:7][N:8]2[C:13]3[CH:14]=[CH:15][CH:16]=[CH:17][C:12]=3[C:11](=[O:18])OC2=O)[NH:3]1.Cl.[CH3:21][C:22]1[S:23][CH:24]=[C:25]([CH2:27][O:28][NH2:29])[N:26]=1.